Dataset: Forward reaction prediction with 1.9M reactions from USPTO patents (1976-2016). Task: Predict the product of the given reaction. (1) Given the reactants [F:1][C:2]1[CH:7]=[CH:6][C:5]([S:8]([NH:11][C:12]2[C:21]([C:22]([O:24][CH3:25])=[O:23])=[C:20]3[C:15]([C@H:16]4[CH2:26][C@H:17]4[CH2:18][O:19]3)=[CH:14][CH:13]=2)(=[O:10])=[O:9])=[C:4]([CH2:27][CH:28]2[CH2:35][N:34]3[CH:30]([CH2:31][CH2:32][CH2:33]3)[CH2:29]2)[CH:3]=1.C(N1CCC[C@@H]1CCC1C=C(F)C=CC=1S(Cl)(=O)=O)C.NC1C(C(OC)=O)=C2C([C@H]3C[C@H]3CO2)=CC=1, predict the reaction product. The product is: [CH2:30]([N:34]1[CH2:33][CH2:32][CH2:31][C@@H:35]1[CH2:28][CH2:27][C:4]1[CH:3]=[C:2]([F:1])[CH:7]=[CH:6][C:5]=1[S:8]([NH:11][C:12]1[C:21]([C:22]([O:24][CH3:25])=[O:23])=[C:20]2[C:15]([C@H:16]3[CH2:26][C@H:17]3[CH2:18][O:19]2)=[CH:14][CH:13]=1)(=[O:10])=[O:9])[CH3:29]. (2) Given the reactants O=C1C2NC(C(OC)=O)=CC=2CC1.ClC1C=C([Mg]Br)C=CC=1.[Cl:23][C:24]1[CH:25]=[C:26]([C:30]2(O)[C:34]3[NH:35][C:36]([C:38]([O:40][CH3:41])=[O:39])=[CH:37][C:33]=3[CH2:32][CH2:31]2)[CH:27]=[CH:28][CH:29]=1, predict the reaction product. The product is: [Cl:23][C:24]1[CH:25]=[C:26]([CH:30]2[C:34]3[NH:35][C:36]([C:38]([O:40][CH3:41])=[O:39])=[CH:37][C:33]=3[CH2:32][CH2:31]2)[CH:27]=[CH:28][CH:29]=1. (3) Given the reactants [NH2:1][CH2:2][C:3]1[CH:4]=[C:5]([NH:16][C:17]([C:19]2([C:22]3[CH:30]=[CH:29][C:25]4[O:26][CH2:27][O:28][C:24]=4[CH:23]=3)[CH2:21][CH2:20]2)=[O:18])[CH:6]=[C:7]2[C:11]=1[NH:10][C:9]([C:12]([CH3:15])([CH3:14])[CH3:13])=[CH:8]2.C(N(CC)CC)C.[CH3:38][S:39](Cl)(=[O:41])=[O:40], predict the reaction product. The product is: [O:26]1[C:25]2[CH:29]=[CH:30][C:22]([C:19]3([C:17]([NH:16][C:5]4[CH:6]=[C:7]5[C:11](=[C:3]([CH2:2][NH:1][S:39]([CH3:38])(=[O:41])=[O:40])[CH:4]=4)[NH:10][C:9]([C:12]([CH3:15])([CH3:14])[CH3:13])=[CH:8]5)=[O:18])[CH2:20][CH2:21]3)=[CH:23][C:24]=2[O:28][CH2:27]1. (4) Given the reactants [NH2:1][C:2]1[C:10]([N+:11]([O-])=O)=[CH:9][C:8]([Cl:14])=[CH:7][C:3]=1[C:4]([NH2:6])=[O:5].O.O.[Sn](Cl)Cl, predict the reaction product. The product is: [NH2:1][C:2]1[C:10]([NH2:11])=[CH:9][C:8]([Cl:14])=[CH:7][C:3]=1[C:4]([NH2:6])=[O:5]. (5) The product is: [CH3:1][O:2][C:3]1[CH:4]=[CH:5][C:6]([CH2:7][C:8]2[S:12][C:11]([NH:13][C:31](=[O:32])[CH2:30][CH2:29][C:27]3[O:28][C:24]([CH3:23])=[CH:25][CH:26]=3)=[N:10][N:9]=2)=[CH:14][CH:15]=1. Given the reactants [CH3:1][O:2][C:3]1[CH:15]=[CH:14][C:6]([CH2:7][C:8]2[S:12][C:11]([NH2:13])=[N:10][N:9]=2)=[CH:5][CH:4]=1.CCN(CC)CC.[CH3:23][C:24]1[O:28][C:27]([CH2:29][CH2:30][C:31](Cl)=[O:32])=[CH:26][CH:25]=1, predict the reaction product.